Dataset: Catalyst prediction with 721,799 reactions and 888 catalyst types from USPTO. Task: Predict which catalyst facilitates the given reaction. (1) Reactant: [CH2:1]([C:3]1[CH:8]=[N:7][CH:6]=[CH:5][N:4]=1)[CH3:2].[Li+].CC([N-]C(C)C)C.[CH3:17][O:18][C:19]1[CH:20]=[C:21]2[C:25](=[CH:26][CH:27]=1)[C:24](=O)[CH:23]([CH2:29][CH2:30][N:31]1[CH2:35][CH2:34][CH2:33]C1)[CH2:22]2.O. Product: [N:31]1([CH2:30][CH2:29][C:23]2[CH2:22][C:21]3[C:25](=[CH:26][CH:27]=[C:19]([O:18][CH3:17])[CH:20]=3)[C:24]=2[CH:1]([C:3]2[CH:8]=[N:7][CH:6]=[CH:5][N:4]=2)[CH3:2])[CH2:35][CH2:34][CH2:33]1. The catalyst class is: 1. (2) Reactant: S(=O)(=O)(O)O.[CH3:6][C:7]1[O:8][C:9](=[O:20])[C:10]2[C:15]([CH:16]=1)=[CH:14][CH:13]=[C:12]([C:17]([O-:19])=[O:18])[CH:11]=2.[Na+].[CH3:22]O. Product: [CH3:6][C:7]1[O:8][C:9](=[O:20])[C:10]2[C:15]([CH:16]=1)=[CH:14][CH:13]=[C:12]([C:17]([O:19][CH3:22])=[O:18])[CH:11]=2. The catalyst class is: 6. (3) The catalyst class is: 9. Reactant: [C:1]([NH:9][CH2:10][C:11]1[N:12]=[C:13]([N:16]2[CH2:19][CH:18](OS(C)(=O)=O)[CH2:17]2)[S:14][CH:15]=1)(=[O:8])[C:2]1[CH:7]=[CH:6][CH:5]=[CH:4][CH:3]=1.[C:25]([O-:28])(=[S:27])[CH3:26].[K+].C(OCC)(=O)C. Product: [C:25]([S:27][CH:18]1[CH2:17][N:16]([C:13]2[S:14][CH:15]=[C:11]([CH2:10][NH:9][C:1](=[O:8])[C:2]3[CH:3]=[CH:4][CH:5]=[CH:6][CH:7]=3)[N:12]=2)[CH2:19]1)(=[O:28])[CH3:26]. (4) Reactant: [C:1]1(=[O:7])[O:6][C:4](=[O:5])[CH:3]=[CH:2]1.[CH3:8][N:9]([CH3:17])[N:10]=[CH:11][C:12]1O[CH:14]=[CH:15][CH:16]=1.FC(F)(F)C(O)=O. Product: [CH3:8][N:9]([CH3:17])[N:10]=[CH:11][C:12]1[CH:16]=[CH:15][CH:14]=[C:3]2[C:2]=1[C:1](=[O:7])[O:6][C:4]2=[O:5]. The catalyst class is: 13. (5) Reactant: [N:1]1([C:7](=[O:9])[CH3:8])[CH2:6][CH2:5][NH:4][CH2:3][CH2:2]1.C(N(CC)C(C)C)(C)C.F[C:20]1[CH:25]=[CH:24][C:23]([N+:26]([O-:28])=[O:27])=[C:22]([O:29][CH2:30][CH2:31][O:32][CH3:33])[CH:21]=1.O. Product: [CH3:33][O:32][CH2:31][CH2:30][O:29][C:22]1[CH:21]=[C:20]([N:4]2[CH2:5][CH2:6][N:1]([C:7](=[O:9])[CH3:8])[CH2:2][CH2:3]2)[CH:25]=[CH:24][C:23]=1[N+:26]([O-:28])=[O:27]. The catalyst class is: 44. (6) Reactant: [C:1](Cl)(=[O:6])[C:2]([CH3:5])([CH3:4])[CH3:3].[C:8]1([C:14]#[C:15][C:16]2[CH:34]=[CH:33][C:19]([C:20]([NH:22][C:23]3[CH:28]=[CH:27][CH:26]=[CH:25][C:24]=3[S:29](=[O:32])(=[O:31])[NH2:30])=[O:21])=[CH:18][CH:17]=2)[CH:13]=[CH:12][CH:11]=[CH:10][CH:9]=1. Product: [C:8]1([C:14]#[C:15][C:16]2[CH:34]=[CH:33][C:19]([C:20]([NH:22][C:23]3[CH:28]=[CH:27][CH:26]=[CH:25][C:24]=3[S:29]([NH:30][C:1](=[O:6])[C:2]([CH3:5])([CH3:4])[CH3:3])(=[O:31])=[O:32])=[O:21])=[CH:18][CH:17]=2)[CH:9]=[CH:10][CH:11]=[CH:12][CH:13]=1. The catalyst class is: 367. (7) Reactant: C(N(CC)CC)C.Cl.[O:9]=[C:10]1[CH:15]([N:16]2[C:24](=[O:25])[C:23]3[C:18](=[CH:19][CH:20]=[CH:21][C:22]=3[CH2:26][NH:27][CH3:28])[C:17]2=[O:29])[CH2:14][CH2:13][C:12](=[O:30])[NH:11]1.[CH:31]1([N:37]=[C:38]=[O:39])[CH2:36][CH2:35][CH2:34][CH2:33][CH2:32]1. Product: [CH:31]1([NH:37][C:38](=[O:39])[N:27]([CH2:26][C:22]2[CH:21]=[CH:20][CH:19]=[C:18]3[C:23]=2[C:24](=[O:25])[N:16]([CH:15]2[CH2:14][CH2:13][C:12](=[O:30])[NH:11][C:10]2=[O:9])[C:17]3=[O:29])[CH3:28])[CH2:36][CH2:35][CH2:34][CH2:33][CH2:32]1. The catalyst class is: 1. (8) Reactant: [Br:1][C:2]1[S:3][C:4]2[C:10]([O:11][S:12]([C:15]([F:18])([F:17])[F:16])(=[O:14])=[O:13])=[C:9]([C:19](=[O:25])[C:20]([O:22][CH2:23][CH3:24])=[O:21])[C:8]([CH3:26])=[CH:7][C:5]=2[N:6]=1.B1(C)OC(C2C=CC=CC=2)(C2C=CC=CC=2)[C@@H]2N1CCC2. Product: [Br:1][C:2]1[S:3][C:4]2[C:10]([O:11][S:12]([C:15]([F:18])([F:16])[F:17])(=[O:14])=[O:13])=[C:9]([C@H:19]([OH:25])[C:20]([O:22][CH2:23][CH3:24])=[O:21])[C:8]([CH3:26])=[CH:7][C:5]=2[N:6]=1. The catalyst class is: 11.